This data is from Peptide-MHC class II binding affinity with 134,281 pairs from IEDB. The task is: Regression. Given a peptide amino acid sequence and an MHC pseudo amino acid sequence, predict their binding affinity value. This is MHC class II binding data. The peptide sequence is TIPQSLDSWWTSLNF. The MHC is HLA-DQA10101-DQB10501 with pseudo-sequence HLA-DQA10101-DQB10501. The binding affinity (normalized) is 0.406.